This data is from Forward reaction prediction with 1.9M reactions from USPTO patents (1976-2016). The task is: Predict the product of the given reaction. Given the reactants [I:1][C:2]1[CH:7]=[CH:6][C:5](/[C:8](/[C:12]2[CH:17]=[CH:16][C:15]([C:18]3[S:19][C:20]([CH3:23])=[CH:21][CH:22]=3)=[CH:14][CH:13]=2)=[CH:9]\[CH2:10][OH:11])=[CH:4][CH:3]=1.[CH3:24][C:25]1[CH:35]=[C:34](OC/C=C(/C2C=CC(C#CCN3CCOCC3)=CC=2)\C2C=CC=CC=2)[CH:33]=[CH:32][C:26]=1[O:27][CH2:28][C:29]([OH:31])=[O:30].[C:61]1(P(C2C=CC=CC=2)C2C=CC=CC=2)C=CC=CC=1.N(C(OC(C)C)=O)=NC(OC(C)C)=O, predict the reaction product. The product is: [I:1][C:2]1[CH:7]=[CH:6][C:5](/[C:8](/[C:12]2[CH:17]=[CH:16][C:15]([C:18]3[S:19][C:20]([CH3:23])=[CH:21][CH:22]=3)=[CH:14][CH:13]=2)=[CH:9]\[CH2:10][O:11][C:34]2[CH:33]=[CH:32][C:26]([O:27][CH2:28][C:29]([O:31][CH3:61])=[O:30])=[C:25]([CH3:24])[CH:35]=2)=[CH:4][CH:3]=1.